This data is from Forward reaction prediction with 1.9M reactions from USPTO patents (1976-2016). The task is: Predict the product of the given reaction. (1) Given the reactants Br[C:2]1[C:11]2[C:6](=[CH:7][C:8]([C:12]([O:14][CH3:15])=[O:13])=[CH:9][CH:10]=2)[C:5]([C:16]2[C:21]([F:22])=[CH:20][C:19]([F:23])=[CH:18][C:17]=2[F:24])=[N:4][CH:3]=1.[CH:25]1(P(C2CCCCC2)C2CCCCC2)CCCC[CH2:26]1.P([O-])([O-])([O-])=O.[K+].[K+].[K+].C1(C)C=CC=CC=1, predict the reaction product. The product is: [F:24][C:17]1[CH:18]=[C:19]([F:23])[CH:20]=[C:21]([F:22])[C:16]=1[C:5]1[C:6]2[C:11](=[CH:10][CH:9]=[C:8]([C:12]([O:14][CH3:15])=[O:13])[CH:7]=2)[C:2]([CH:25]=[CH2:26])=[CH:3][N:4]=1. (2) The product is: [CH3:18][O:16][C:15]([CH:13]1[C:14]2[CH:1]=[CH:2][CH:3]=[CH:4][C:5]=2[O:6][C:7]2[C:12]1=[CH:11][CH:10]=[CH:9][CH:8]=2)=[O:17]. Given the reactants [CH:1]1[C:14]2[CH:13]([C:15]([OH:17])=[O:16])[C:12]3[C:7](=[CH:8][CH:9]=[CH:10][CH:11]=3)[O:6][C:5]=2[CH:4]=[CH:3][CH:2]=1.[C:18]([O-])([O-])=O.[Cs+].[Cs+].CI, predict the reaction product.